From a dataset of Full USPTO retrosynthesis dataset with 1.9M reactions from patents (1976-2016). Predict the reactants needed to synthesize the given product. (1) The reactants are: [NH2:1][C:2]1[N:7]=[C:6]([C:8]2[CH:13]=[C:12]([Br:14])[CH:11]=[CH:10][C:9]=2[OH:15])[CH:5]=[C:4]([Cl:16])[N:3]=1.[CH2:17](O)[CH2:18][CH3:19].C1(P(C2C=CC=CC=2)C2C=CC=CC=2)C=CC=CC=1.N(C(OCC)=O)=NC(OCC)=O. Given the product [Br:14][C:12]1[CH:11]=[CH:10][C:9]([O:15][CH2:17][CH2:18][CH3:19])=[C:8]([C:6]2[CH:5]=[C:4]([Cl:16])[N:3]=[C:2]([NH2:1])[N:7]=2)[CH:13]=1, predict the reactants needed to synthesize it. (2) Given the product [Cl:31][C:32]1[CH:41]=[C:40]2[C:35]([C:36]([N:42]3[CH2:47][CH2:46][N:45]([C:29]([NH:26][CH:3]4[C:4]5[C:9](=[CH:8][CH:7]=[CH:6][CH:5]=5)[CH2:10][CH2:2]4)=[O:13])[CH2:44][CH2:43]3)=[CH:37][CH:38]=[N:39]2)=[CH:34][CH:33]=1, predict the reactants needed to synthesize it. The reactants are: N[CH:2]1[CH2:10][C:9]2[C:4](=[CH:5][CH:6]=[CH:7][CH:8]=2)[CH2:3]1.ClC(OC1C=CC([N+]([O-])=O)=CC=1)=[O:13].C([N:26]([CH2:29]C)CC)C.[Cl:31][C:32]1[CH:41]=[C:40]2[C:35]([C:36]([N:42]3[CH2:47][CH2:46][NH:45][CH2:44][CH2:43]3)=[CH:37][CH:38]=[N:39]2)=[CH:34][CH:33]=1. (3) The reactants are: [CH3:1][C:2]1[C:10]2[C:9]([CH2:11][N:12]3[C:16]4[CH:17]=[CH:18][CH:19]=[CH:20][C:15]=4[NH:14][C:13]3=[O:21])=[CH:8][S:7][C:6]=2[CH:5]=[CH:4][CH:3]=1.C[O:23][S:24]([CH:27]=[CH:28][CH2:29][CH2:30][CH3:31])(=[O:26])=[O:25].[OH-].[Na+].[NH4+].[Cl-]. Given the product [CH3:1][C:2]1[C:10]2[C:9]([CH2:11][N:12]3[C:16]4[CH:17]=[CH:18][CH:19]=[CH:20][C:15]=4[N:14]([CH:28]([CH2:29][CH2:30][CH3:31])[CH2:27][S:24]([OH:26])(=[O:25])=[O:23])[C:13]3=[O:21])=[CH:8][S:7][C:6]=2[CH:5]=[CH:4][CH:3]=1, predict the reactants needed to synthesize it. (4) Given the product [F:14][C:12]1([F:15])[CH2:13][CH:11]1[C:9]([NH:8][C:4]1[CH:3]=[C:2]([B:16]2[O:20][C:19]([CH3:22])([CH3:21])[C:18]([CH3:24])([CH3:23])[O:17]2)[CH:7]=[CH:6][N:5]=1)=[O:10], predict the reactants needed to synthesize it. The reactants are: Br[C:2]1[CH:7]=[CH:6][N:5]=[C:4]([NH:8][C:9]([CH:11]2[CH2:13][C:12]2([F:15])[F:14])=[O:10])[CH:3]=1.[B:16]1([B:16]2[O:20][C:19]([CH3:22])([CH3:21])[C:18]([CH3:24])([CH3:23])[O:17]2)[O:20][C:19]([CH3:22])([CH3:21])[C:18]([CH3:24])([CH3:23])[O:17]1.CC([O-])=O.[K+]. (5) Given the product [Eu+3:1].[C:2]([C:5]1[C:6]([CH3:75])=[C:7]([C:11]2[CH:16]=[C:15]([C:17]([OH:19])=[O:18])[N:14]=[C:13]([CH2:20][N:21]3[CH2:29][CH2:28][N:27]([CH2:30][C:31]4[CH:36]=[C:35]([C:37]5[O:38][C:39]([CH3:46])=[C:40]([C:43]([OH:45])=[O:44])[C:41]=5[CH3:42])[CH:34]=[C:33]([C:47]([OH:49])=[O:48])[N:32]=4)[CH2:26][CH2:25][N:24]([CH2:50][C:51]4([C:72]([OH:74])=[O:73])[CH:56]=[C:55]([C:57]5[O:58][C:59]([CH3:71])=[C:60]([C:63]([NH:65][CH2:66][CH2:67][CH2:68][CH2:69][NH:70][C:80]6[N:82]=[C:83]([Cl:84])[N:76]=[C:77]([Cl:78])[N:79]=6)=[O:64])[C:61]=5[CH3:62])[CH:54]=[CH:53][NH:52]4)[CH2:23][CH2:22]3)[CH:12]=2)[O:8][C:9]=1[CH3:10])([OH:4])=[O:3], predict the reactants needed to synthesize it. The reactants are: [Eu+3:1].[C:2]([C:5]1[C:6]([CH3:75])=[C:7]([C:11]2[CH:16]=[C:15]([C:17]([OH:19])=[O:18])[N:14]=[C:13]([CH2:20][N:21]3[CH2:29][CH2:28][N:27]([CH2:30][C:31]4[CH:36]=[C:35]([C:37]5[O:38][C:39]([CH3:46])=[C:40]([C:43]([OH:45])=[O:44])[C:41]=5[CH3:42])[CH:34]=[C:33]([C:47]([OH:49])=[O:48])[N:32]=4)[CH2:26][CH2:25][N:24]([CH2:50][C:51]4([C:72]([OH:74])=[O:73])[CH:56]=[C:55]([C:57]5[O:58][C:59]([CH3:71])=[C:60]([C:63]([NH:65][CH2:66][CH2:67][CH2:68][CH2:69][NH2:70])=[O:64])[C:61]=5[CH3:62])[CH:54]=[CH:53][NH:52]4)[CH2:23][CH2:22]3)[CH:12]=2)[O:8][C:9]=1[CH3:10])([OH:4])=[O:3].[N:76]1[C:83]([Cl:84])=[N:82][C:80](Cl)=[N:79][C:77]=1[Cl:78].O.[OH-].[Na+]. (6) Given the product [OH:22]/[N:21]=[C:12]1\[CH2:11][CH:10]([CH3:17])[C:9]2[C:13]\1=[CH:14][CH:15]=[C:7]([C:6]1[N:2]([CH3:1])[C:3]([C:18]#[N:19])=[CH:4][CH:5]=1)[CH:8]=2, predict the reactants needed to synthesize it. The reactants are: [CH3:1][N:2]1[C:6]([C:7]2[CH:8]=[C:9]3[C:13](=[CH:14][CH:15]=2)[C:12](=O)[CH2:11][CH:10]3[CH3:17])=[CH:5][CH:4]=[C:3]1[C:18]#[N:19].Cl.[NH2:21][OH:22]. (7) Given the product [F:1][C:2]([F:17])([C:13]([F:14])([F:15])[F:16])[CH2:3][CH2:4][C:5]([CH:6]([CH2:31][CH2:30][CH2:29][CH2:28][CH2:27][CH2:26][CH:25]=[CH2:24])[C:7]([O:9][CH2:10][CH3:11])=[O:8])=[O:12], predict the reactants needed to synthesize it. The reactants are: [F:1][C:2]([F:17])([C:13]([F:16])([F:15])[F:14])[CH2:3][CH2:4][C:5](=[O:12])[CH2:6][C:7]([O:9][CH2:10][CH3:11])=[O:8].[O-]CCCC.I[CH2:24][CH2:25][CH2:26][CH2:27][CH2:28][CH2:29][CH:30]=[CH2:31]. (8) Given the product [CH3:18][C:19]1[CH:20]=[CH:21][C:22]([N:25]2[CH:29]=[CH:28][C:27]([O:30][CH2:2][C:3]3[C:8]([CH2:9][CH3:10])=[CH:7][CH:6]=[CH:5][C:4]=3[N:11]3[C:15](=[O:16])[N:14]([CH3:17])[N:13]=[N:12]3)=[N:26]2)=[CH:23][CH:24]=1, predict the reactants needed to synthesize it. The reactants are: Br[CH2:2][C:3]1[C:8]([CH2:9][CH3:10])=[CH:7][CH:6]=[CH:5][C:4]=1[N:11]1[C:15](=[O:16])[N:14]([CH3:17])[N:13]=[N:12]1.[CH3:18][C:19]1[CH:24]=[CH:23][C:22]([N:25]2[CH:29]=[CH:28][C:27]([OH:30])=[N:26]2)=[CH:21][CH:20]=1.C(=O)([O-])[O-].[K+].[K+].C(#N)C. (9) Given the product [Cl:1][C:2]1[N:3]=[CH:4][C:5]([C:6]([NH:18][C:17]2[CH:19]=[CH:20][C:14]([O:13][CH2:11][CH3:12])=[CH:15][C:16]=2[N+:21]([O-:23])=[O:22])=[O:7])=[CH:9][CH:10]=1, predict the reactants needed to synthesize it. The reactants are: [Cl:1][C:2]1[CH:10]=[CH:9][C:5]([C:6](Cl)=[O:7])=[CH:4][N:3]=1.[CH2:11]([O:13][C:14]1[CH:20]=[CH:19][C:17]([NH2:18])=[C:16]([N+:21]([O-:23])=[O:22])[CH:15]=1)[CH3:12]. (10) Given the product [CH2:23]([N:22]([CH2:21][C:17]1[CH:16]=[N:15][CH:20]=[CH:19][CH:18]=1)[C:29](=[O:30])[O:31][CH3:32])[CH2:24][CH2:25][CH2:26][CH3:27], predict the reactants needed to synthesize it. The reactants are: NCC1C=NC=CC=1.C(I)CCCC.[N:15]1[CH:20]=[CH:19][CH:18]=[C:17]([CH2:21][NH:22][CH2:23][CH2:24][CH2:25][CH2:26][CH3:27])[CH:16]=1.Cl[C:29]([O:31][CH3:32])=[O:30].